From a dataset of Forward reaction prediction with 1.9M reactions from USPTO patents (1976-2016). Predict the product of the given reaction. (1) Given the reactants [NH2:1][CH:2]([C:11]1[C:16]([O:17][CH3:18])=[CH:15][CH:14]=[CH:13][C:12]=1[O:19][CH3:20])[CH2:3][CH2:4][CH2:5][CH2:6][C:7]([O:9]C)=O.[F:21][C:22]1[CH:29]=[CH:28][C:25]([CH:26]=O)=[CH:24][C:23]=1[C:30]1[CH:35]=[CH:34][CH:33]=[CH:32][N:31]=1, predict the reaction product. The product is: [CH3:20][O:19][C:12]1[CH:13]=[CH:14][CH:15]=[C:16]([O:17][CH3:18])[C:11]=1[CH:2]1[N:1]([CH2:26][C:25]2[CH:28]=[CH:29][C:22]([F:21])=[C:23]([C:30]3[CH:35]=[CH:34][CH:33]=[CH:32][N:31]=3)[CH:24]=2)[C:7](=[O:9])[CH2:6][CH2:5][CH2:4][CH2:3]1. (2) Given the reactants [CH3:1][C:2]1[CH:7]=[CH:6][C:5]([S:8]([O:11][CH2:12][CH:13]2[CH2:17][C:16]3[C:18](Br)=[CH:19][CH:20]=[CH:21][C:15]=3[O:14]2)(=[O:10])=[O:9])=[CH:4][CH:3]=1.[C:23]1(B(O)O)[CH:28]=[CH:27][CH:26]=[CH:25][CH:24]=1.C(=O)([O-])[O-].[K+].[K+], predict the reaction product. The product is: [CH3:1][C:2]1[CH:7]=[CH:6][C:5]([S:8]([O:11][CH2:12][CH:13]2[CH2:17][C:16]3[C:18]([C:23]4[CH:28]=[CH:27][CH:26]=[CH:25][CH:24]=4)=[CH:19][CH:20]=[CH:21][C:15]=3[O:14]2)(=[O:10])=[O:9])=[CH:4][CH:3]=1. (3) Given the reactants [O:1]1[CH2:6][CH2:5][CH2:4][CH2:3][CH:2]1[N:7]1[C:15]2[C:10](=[CH:11][C:12]([C:16]#[C:17][CH2:18][CH2:19]O)=[CH:13][CH:14]=2)[CH:9]=[N:8]1.C(N(CC)CC)C.[B-](F)(F)(F)[F:29].CCN([S+](F)F)CC.C([O-])(O)=O.[Na+], predict the reaction product. The product is: [F:29][CH2:19][CH2:18][C:17]#[C:16][C:12]1[CH:11]=[C:10]2[C:15](=[CH:14][CH:13]=1)[N:7]([CH:2]1[CH2:3][CH2:4][CH2:5][CH2:6][O:1]1)[N:8]=[CH:9]2. (4) The product is: [Cl:15][C:11]1[CH:10]=[C:9]([C:7]2[CH:6]=[CH:2][C:1](=[O:5])[NH:16][N:19]=2)[CH:14]=[CH:13][CH:12]=1. Given the reactants [C:1]([OH:5])(=O)[CH:2]=O.[CH3:6][C:7]([C:9]1[CH:14]=[CH:13][CH:12]=[C:11]([Cl:15])[CH:10]=1)=O.[NH4+:16].[OH-].O.[NH2:19]N, predict the reaction product.